This data is from Catalyst prediction with 721,799 reactions and 888 catalyst types from USPTO. The task is: Predict which catalyst facilitates the given reaction. Reactant: [CH2:1]1[C:9]2[C:4](=[CH:5][CH:6]=[CH:7][CH:8]=2)[C:3]([CH2:10][CH2:11][C:12]2[CH:17]=[CH:16][CH:15]=[CH:14][N:13]=2)=[CH:2]1.C([Li])CCC.CCCCCC.[Si:29](Cl)([CH3:32])([CH3:31])[CH3:30].[Cl-].[NH4+]. Product: [CH3:30][Si:29]([CH3:32])([CH3:31])[CH:1]1[C:9]2[C:4](=[CH:5][CH:6]=[CH:7][CH:8]=2)[C:3]([CH2:10][CH2:11][C:12]2[CH:17]=[CH:16][CH:15]=[CH:14][N:13]=2)=[CH:2]1. The catalyst class is: 280.